The task is: Predict which catalyst facilitates the given reaction.. This data is from Catalyst prediction with 721,799 reactions and 888 catalyst types from USPTO. Reactant: [Cl:1][C:2]1[CH:23]=[C:22]([Cl:24])[CH:21]=[CH:20][C:3]=1[CH2:4][O:5][C:6]1[CH:11]=[C:10]([O:12][CH:13]([CH3:15])[CH3:14])[CH:9]=[CH:8][C:7]=1[CH2:16][CH2:17][CH2:18][OH:19].O[C:26]1[C:30]([CH2:31][C:32]([O:34]C)=[O:33])=[CH:29][N:28]([CH3:36])[N:27]=1.C(P(CCCC)CCCC)CCC.N(C(N1CCCCC1)=O)=NC(N1CCCCC1)=O.O1CCCC1CO.[OH-].[Na+].Cl. Product: [Cl:1][C:2]1[CH:23]=[C:22]([Cl:24])[CH:21]=[CH:20][C:3]=1[CH2:4][O:5][C:6]1[CH:11]=[C:10]([O:12][CH:13]([CH3:14])[CH3:15])[CH:9]=[CH:8][C:7]=1[CH2:16][CH2:17][CH2:18][O:19][C:26]1[C:30]([CH2:31][C:32]([OH:34])=[O:33])=[CH:29][N:28]([CH3:36])[N:27]=1. The catalyst class is: 7.